From a dataset of Forward reaction prediction with 1.9M reactions from USPTO patents (1976-2016). Predict the product of the given reaction. (1) Given the reactants [OH-].[Na+].[CH3:3][C:4]1[N:13]([CH2:14][CH2:15][CH3:16])[C:12](=[O:17])[C:11]2[C:6](=[CH:7][CH:8]=[C:9]([C:18]([C:20]3[N:24]4[CH:25]=[CH:26][CH:27]=[CH:28][C:23]4=[C:22]([C:29]4[CH:30]=[C:31]([CH:36]=[CH:37][CH:38]=4)[C:32]([O:34]C)=[O:33])[N:21]=3)=[O:19])[CH:10]=2)[N:5]=1, predict the reaction product. The product is: [CH3:3][C:4]1[N:13]([CH2:14][CH2:15][CH3:16])[C:12](=[O:17])[C:11]2[C:6](=[CH:7][CH:8]=[C:9]([C:18]([C:20]3[N:24]4[CH:25]=[CH:26][CH:27]=[CH:28][C:23]4=[C:22]([C:29]4[CH:30]=[C:31]([CH:36]=[CH:37][CH:38]=4)[C:32]([OH:34])=[O:33])[N:21]=3)=[O:19])[CH:10]=2)[N:5]=1. (2) Given the reactants [CH3:1][N:2]1[CH2:6][CH2:5][CH:4]([OH:7])[CH2:3]1.C1(P(C2C=CC=CC=2)C2C=CC=CC=2)C=CC=CC=1.[Cl:27][C:28]1[CH:33]=[CH:32][C:31]([C:34]2[N:39]=[C:38]([C:40]([O:42][CH2:43][CH3:44])=[O:41])[CH:37]=[CH:36][C:35]=2[C:45]2[C:50]([O:51][CH3:52])=[CH:49][CH:48]=[CH:47][C:46]=2[O:53][CH3:54])=[CH:30][C:29]=1O.CC(OC(/N=N/C(OC(C)C)=O)=O)C, predict the reaction product. The product is: [Cl:27][C:28]1[CH:29]=[CH:30][C:31]([C:34]2[N:39]=[C:38]([C:40]([O:42][CH2:43][CH3:44])=[O:41])[CH:37]=[CH:36][C:35]=2[C:45]2[C:50]([O:51][CH3:52])=[CH:49][CH:48]=[CH:47][C:46]=2[O:53][CH3:54])=[CH:32][C:33]=1[O:7][CH:4]1[CH2:5][CH2:6][N:2]([CH3:1])[CH2:3]1.